From a dataset of Full USPTO retrosynthesis dataset with 1.9M reactions from patents (1976-2016). Predict the reactants needed to synthesize the given product. (1) The reactants are: [Br:1][C:2]1[CH:7]=[C:6]([Cl:8])[CH:5]=[C:4]([N+:9]([O-])=O)[C:3]=1[CH3:12].ClC1C(B2OC(C)(C)C(C)(C)O2)=CC=CC=1N. Given the product [Br:1][C:2]1[C:3]([CH3:12])=[C:4]([CH:5]=[C:6]([Cl:8])[CH:7]=1)[NH2:9], predict the reactants needed to synthesize it. (2) Given the product [NH2:24][C:22]1[CH:21]=[CH:20][C:3]([O:4][C:5]2[CH:6]=[C:7]([C:11](=[O:19])[CH2:12][C:13]3[CH:18]=[CH:17][CH:16]=[CH:15][CH:14]=3)[CH:8]=[CH:9][CH:10]=2)=[C:2]([Cl:1])[CH:23]=1, predict the reactants needed to synthesize it. The reactants are: [Cl:1][C:2]1[CH:23]=[C:22]([N+:24]([O-])=O)[CH:21]=[CH:20][C:3]=1[O:4][C:5]1[CH:6]=[C:7]([C:11](=[O:19])[CH2:12][C:13]2[CH:18]=[CH:17][CH:16]=[CH:15][CH:14]=2)[CH:8]=[CH:9][CH:10]=1. (3) Given the product [Cl:26][C:16]1[C:15]2[C:20](=[CH:21][C:12]([C:10]([NH:9][CH2:8][CH2:7][C:6]([OH:27])=[O:5])=[O:11])=[CH:13][CH:14]=2)[C:19]([NH:22][C:23]([NH2:25])=[NH:24])=[N:18][CH:17]=1, predict the reactants needed to synthesize it. The reactants are: C([O:5][C:6](=[O:27])[CH2:7][CH2:8][NH:9][C:10]([C:12]1[CH:21]=[C:20]2[C:15]([C:16]([Cl:26])=[CH:17][N:18]=[C:19]2[NH:22][C:23]([NH2:25])=[NH:24])=[CH:14][CH:13]=1)=[O:11])(C)(C)C.C1(C)C=CC=CC=1. (4) Given the product [OH:17][CH2:16][N:13]1[CH2:14][C@@H:10]([C:4]2[CH:3]=[C:2]([F:1])[C:7]([F:8])=[C:6]([F:9])[CH:5]=2)[CH2:11][C:12]1=[O:15], predict the reactants needed to synthesize it. The reactants are: [F:1][C:2]1[CH:3]=[C:4]([C@@H:10]2[CH2:14][NH:13][C:12](=[O:15])[CH2:11]2)[CH:5]=[C:6]([F:9])[C:7]=1[F:8].[CH2:16]=[O:17]. (5) Given the product [O:75]=[C:74]([N:76]1[CH2:77][CH2:78][CH:79]([O:82][C:83]2[CH:88]=[CH:87][CH:86]=[C:85]([C:89]([F:92])([F:90])[F:91])[CH:84]=2)[CH2:80][CH2:81]1)[CH2:73][NH:72][C:22]([C:19]1[CH:18]=[C:17]([C:13]2[CH:14]=[CH:15][CH:16]=[C:11]([F:10])[CH:12]=2)[O:21][N:20]=1)=[O:24], predict the reactants needed to synthesize it. The reactants are: CCN(C(C)C)C(C)C.[F:10][C:11]1[CH:12]=[C:13]([C:17]2[O:21][N:20]=[C:19]([C:22]([OH:24])=O)[CH:18]=2)[CH:14]=[CH:15][CH:16]=1.C1(C2ON=C(C(O)=O)C=2)C=CC=CC=1.FC1C=C(C(=O)C)C=CC=1.C1C=CC2N(O)N=NC=2C=1.CCN=C=NCCCN(C)C.Cl.Cl.[NH2:72][CH2:73][C:74]([N:76]1[CH2:81][CH2:80][CH:79]([O:82][C:83]2[CH:88]=[CH:87][CH:86]=[C:85]([C:89]([F:92])([F:91])[F:90])[CH:84]=2)[CH2:78][CH2:77]1)=[O:75]. (6) Given the product [CH2:40]([NH:37][C:38]([NH:1][CH2:2][C:3]1[CH:4]=[C:5]([NH:13][C:14]([CH:16]2[CH2:25][C:24]3[CH:23]=[C:22]([O:26][C:27]4[CH:32]=[CH:31][N:30]=[C:29]([C:33]([NH:35][CH3:36])=[O:34])[CH:28]=4)[CH:21]=[CH:20][C:19]=3[CH2:18][CH2:17]2)=[O:15])[CH:6]=[C:7]([C:9]([F:12])([F:10])[F:11])[CH:8]=1)=[O:39])[CH3:41], predict the reactants needed to synthesize it. The reactants are: [NH2:1][CH2:2][C:3]1[CH:4]=[C:5]([NH:13][C:14]([CH:16]2[CH2:25][C:24]3[CH:23]=[C:22]([O:26][C:27]4[CH:32]=[CH:31][N:30]=[C:29]([C:33]([NH:35][CH3:36])=[O:34])[CH:28]=4)[CH:21]=[CH:20][C:19]=3[CH2:18][CH2:17]2)=[O:15])[CH:6]=[C:7]([C:9]([F:12])([F:11])[F:10])[CH:8]=1.[N:37]([CH2:40][CH3:41])=[C:38]=[O:39]. (7) The reactants are: [NH2:1][CH2:2][CH2:3][CH2:4][N:5]1[C:9]2[CH:10]=[CH:11][CH:12]=[CH:13][C:8]=2[N:7]=[C:6]1[CH2:14][N:15]([CH3:26])[CH:16]1[C:25]2[N:24]=[CH:23][CH:22]=[CH:21][C:20]=2[CH2:19][CH2:18][CH2:17]1.C(N(CC)C(C)C)(C)C.[C:36]1([S:42](Cl)(=[O:44])=[O:43])[CH:41]=[CH:40][CH:39]=[CH:38][CH:37]=1.C([O-])(O)=O.[Na+]. Given the product [CH3:26][N:15]([CH2:14][C:6]1[N:5]([CH2:4][CH2:3][CH2:2][NH:1][S:42]([C:36]2[CH:41]=[CH:40][CH:39]=[CH:38][CH:37]=2)(=[O:44])=[O:43])[C:9]2[CH:10]=[CH:11][CH:12]=[CH:13][C:8]=2[N:7]=1)[CH:16]1[C:25]2[N:24]=[CH:23][CH:22]=[CH:21][C:20]=2[CH2:19][CH2:18][CH2:17]1, predict the reactants needed to synthesize it.